Task: Predict which catalyst facilitates the given reaction.. Dataset: Catalyst prediction with 721,799 reactions and 888 catalyst types from USPTO (1) Reactant: Cl.[CH3:2][C:3]1([NH:7][C:8](=[O:14])[O:9][C:10]([CH3:13])([CH3:12])[CH3:11])[CH2:6][NH:5][CH2:4]1.[Br:15][C:16]1[CH:27]=[N:26][C:19]2=[N:20][C:21](Cl)=[C:22]([Cl:24])[N:23]=[C:18]2[CH:17]=1. Product: [Br:15][C:16]1[CH:27]=[N:26][C:19]2=[N:20][C:21]([N:5]3[CH2:4][C:3]([NH:7][C:8](=[O:14])[O:9][C:10]([CH3:13])([CH3:12])[CH3:11])([CH3:2])[CH2:6]3)=[C:22]([Cl:24])[N:23]=[C:18]2[CH:17]=1. The catalyst class is: 2. (2) Reactant: [C:1]([OH:7])([C:3]([F:6])([F:5])[F:4])=[O:2].C(OC(=O)[NH:14][CH2:15][C:16](=[O:35])[N:17]1[CH2:22][CH2:21][N:20]([C:23](=[O:34])[C:24]2[CH:29]=[CH:28][CH:27]=[CH:26][C:25]=2[C:30]([F:33])([F:32])[F:31])[CH2:19][CH2:18]1)(C)(C)C. Product: [OH:7][C:1]([C:3]([F:6])([F:5])[F:4])=[O:2].[NH2:14][CH2:15][C:16]([N:17]1[CH2:18][CH2:19][N:20]([C:23](=[O:34])[C:24]2[CH:29]=[CH:28][CH:27]=[CH:26][C:25]=2[C:30]([F:33])([F:31])[F:32])[CH2:21][CH2:22]1)=[O:35]. The catalyst class is: 2. (3) Reactant: [Al+3:1].[Cl-:2].[Cl-].[Cl-].[CH2:5]([N:7]([CH2:10][CH3:11])[CH2:8][CH3:9])[CH3:6]. Product: [CH2:5]([N:7]([CH2:10][CH3:11])[CH2:8][CH3:9])[CH3:6].[Cl-:2].[Al+3:1].[Cl-:2].[Cl-:2]. The catalyst class is: 13. (4) Reactant: Br[CH2:2][CH2:3][CH2:4][O:5][C:6]1[CH:11]=[CH:10][CH:9]=[C:8]([CH3:12])[C:7]=1[NH2:13].C(=O)([O-])[O-].[K+].[K+]. Product: [CH3:12][C:8]1[C:7]2[NH:13][CH2:2][CH2:3][CH2:4][O:5][C:6]=2[CH:11]=[CH:10][CH:9]=1. The catalyst class is: 10.